This data is from NCI-60 drug combinations with 297,098 pairs across 59 cell lines. The task is: Regression. Given two drug SMILES strings and cell line genomic features, predict the synergy score measuring deviation from expected non-interaction effect. Drug 1: CC1=C(C(CCC1)(C)C)C=CC(=CC=CC(=CC(=O)O)C)C. Drug 2: C#CCC(CC1=CN=C2C(=N1)C(=NC(=N2)N)N)C3=CC=C(C=C3)C(=O)NC(CCC(=O)O)C(=O)O. Cell line: KM12. Synergy scores: CSS=46.9, Synergy_ZIP=-0.577, Synergy_Bliss=-0.734, Synergy_Loewe=-4.84, Synergy_HSA=1.56.